Dataset: NCI-60 drug combinations with 297,098 pairs across 59 cell lines. Task: Regression. Given two drug SMILES strings and cell line genomic features, predict the synergy score measuring deviation from expected non-interaction effect. (1) Drug 1: C1=CC(=CC=C1CCCC(=O)O)N(CCCl)CCCl. Drug 2: CS(=O)(=O)OCCCCOS(=O)(=O)C. Cell line: PC-3. Synergy scores: CSS=19.5, Synergy_ZIP=-5.08, Synergy_Bliss=-3.99, Synergy_Loewe=-4.40, Synergy_HSA=-1.56. (2) Drug 1: CC1C(C(CC(O1)OC2CC(CC3=C2C(=C4C(=C3O)C(=O)C5=C(C4=O)C(=CC=C5)OC)O)(C(=O)CO)O)N)O.Cl. Drug 2: C1=C(C(=O)NC(=O)N1)N(CCCl)CCCl. Cell line: NCI/ADR-RES. Synergy scores: CSS=7.75, Synergy_ZIP=3.22, Synergy_Bliss=6.63, Synergy_Loewe=-1.91, Synergy_HSA=-0.897.